From a dataset of Forward reaction prediction with 1.9M reactions from USPTO patents (1976-2016). Predict the product of the given reaction. Given the reactants [CH:1]1[CH:6]=[CH:5][CH:4]=[CH:3][CH:2]=1.[H][H].[CH:9](O)([CH3:11])[CH3:10], predict the reaction product. The product is: [C:1]1([CH:9]([CH3:11])[CH3:10])[CH:6]=[CH:5][CH:4]=[CH:3][CH:2]=1.